From a dataset of Experimentally validated miRNA-target interactions with 360,000+ pairs, plus equal number of negative samples. Binary Classification. Given a miRNA mature sequence and a target amino acid sequence, predict their likelihood of interaction. (1) The miRNA is hsa-miR-653-5p with sequence GUGUUGAAACAAUCUCUACUG. The protein sequence of the target gene is MMKTLSSGNCTLSVPAKNSYRMVVLGASRVGKSSIVSRFLNGRFEDQYTPTIEDFHRKVYNIRGDMYQLDILDTSGNHPFPAMRRLSILTGDVFILVFSLDNRESFDEVKRLQKQILEVKSCLKNKTKEAAELPMVICGNKNDHGELCRQVPTTEAELLVSGDENCAYFEVSAKKNTNVDEMFYVLFSMAKLPHEMSPALHRKISVQYGDAFHPRPFCMRRVKEMDAYGMVSPFARRPSVNSDLKYIKAKVLREGQARERDKCTIQ. Result: 0 (no interaction). (2) The miRNA is hsa-miR-6506-5p with sequence ACUGGGAUGUCACUGAAUAUGGU. The protein sequence of the target gene is MSSSMWYIMQSIQSKYSLSERLIRTIAAIRSFPHDNVEDLIRGGADVNCTHGTLKPLHCACMVSDADCVELLLEKGAEVNALDGYNRTALHYAAEKDEACVEVLLEYGANPNALDGNRDTPLHWAAFKNNAECVRALLESGASVNALDYNNDTPLSWAAMKGNLESVSILLDYGAEVRVINLIGQTPISRLVALLVRGLGTEKEDSCFELLHRAVGHFELRKNGTMPREVARDPQLCEKLTVLCSAPGTLKTLARYAVRRSLGLQYLPDAVKGLPLPASLKEYLLLLE. Result: 1 (interaction). (3) The miRNA is hsa-miR-892c-3p with sequence CACUGUUUCCUUUCUGAGUGGA. The protein sequence of the target gene is MEGVEEKKKEVPAVPETLKKKRRNFAELKIKRLRKKFAQKMLRKARRKLIYEKAKHYHKEYRQMYRTEIRMARMARKAGNFYVPAEPKLAFVIRIRGINGVSPKVRKVLQLLRLRQIFNGTFVKLNKASINMLRIVEPYIAWGYPNLKSVNELIYKRGYGKINKKRIALTDNALIARSLGKYGIICMEDLIHEIYTVGKRFKEANNFLWPFKLSSPRGGMKKKTTHFVEGGDAGNREDQINRLIRRMN. Result: 1 (interaction). (4) The miRNA is mmu-miR-340-3p with sequence UCCGUCUCAGUUACUUUAUAGC. The protein sequence of the target gene is MQAAWLLGALVVPQLLGFGHGARGAEREWEGGWGGAQEEEREREALMLKHLQEALGLPAGRGDENPAGTVEGKEDWEMEEDQGEEEEEEATPTPSSGPSPSPTPEDIVTYILGRLAGLDAGLHQLHVRLHALDTRVVELTQGLRQLRNAAGDTRDAVQALQEAQGRAEREHGRLEGCLKGLRLGHKCFLLSRDFEAQAAAQARCTARGGSLAQPADRQQMEALTRYLRAALAPYNWPVWLGVHDRRAEGLYLFENGQRVSFFAWHRSPRPELGAQPSASPHPLSPDQPNGGTLENCVAQA.... Result: 0 (no interaction). (5) The miRNA is rno-miR-9a-5p with sequence UCUUUGGUUAUCUAGCUGUAUGA. Result: 0 (no interaction). The protein sequence of the target gene is MPNSEPASLLELFNSIATQGELVRSLKAGNASKDEIDSAVKMLVSLKMSYKAAAGEDYKADCPPGNPAPTSNHGPDATEAEEDFVDPWTVQTSSAKGIDYDKLIVRFGSSKIDKELINRIERATGQRPHHFLRRGIFFSHRDMNQVLDAYENKKPFYLYTGRGPSSEAMHVGHLIPFIFTKWLQDVFNVPLVIQMTDDEKYLWKDLTLDQAYSYAVENAKDIIACGFDINKTFIFSDLDYMGMSSGFYKNVVKIQKHVTFNQVKGIFGFTDSDCIGKISFPAIQAAPSFSNSFPQIFRDR.... (6) The miRNA is rno-miR-26a-5p with sequence UUCAAGUAAUCCAGGAUAGGCU. The protein sequence of the target gene is MVKLGNNFAEKGTKQPLLEDGFDTIPLMTPLDVNQLQFPPPDKVVVKTKTEYEPDRKKGKARPPKIAEFTVSITEGVTERFKVSVLVLFALAFLTCVVFLVVYKVYKYDRACPDGFVLKNTQCIPEGLESYYTEQDSSAREKFYTVINHYNVAKQSITRSVSPWMSVLSEEKLSEQETEAAEKSA. Result: 0 (no interaction). (7) The miRNA is mmu-miR-1896 with sequence CUCUCUGAUGGUGGGUGAGGAG. The protein sequence of the target gene is MEEYAREPCPWRIVDDCGGAFTMGVIGGGVFQAIKGFRNAPVGIRHRFRGSVNAVRIRAPQIGGSFAVWGGLFSTIDCGLVRLRGKEDPWNSISSGALTGAVLAARSGPLAMVGSAMMGGILLALIEGVGILLTRYTAQQFRNAPPFLEDPSQLTPKEGSPAPGYPNYQQYH. Result: 1 (interaction). (8) Result: 0 (no interaction). The miRNA is hsa-miR-518e-3p with sequence AAAGCGCUUCCCUUCAGAGUG. The protein sequence of the target gene is MGAKQSGPAANGRTRAYSGSDLPSGTGSGGGGADGARAARFAAPVSGAQQPSASAGAAAAAAAAASAPAAPRSRSLGGAVGSASGGRAAQSAFSIPSAGGGGGPYGSQDSVHSSPEDSVGARDRDRPAGGGPGGPRLVIGSLPAHLSPHLFGGFKCPVCSKFVPSDEMDLHLVMCLTKPRITYNEDVLSKDTGECAICLEELQQGDTIARLPCLCIYHKGCIDEWFEVNRSCPEHPSD. (9) The miRNA is hsa-miR-6504-3p with sequence CAUUACAGCACAGCCAUUCU. The protein sequence of the target gene is MLAVGCALLAALLAAPGAALAPRRCPAQEVARGVLTSLPGDSVTLTCPGVEPEDNATVHWVLRKPAAGSHPSRWAGMGRRLLLRSVQLHDSGNYSCYRAGRPAGTVHLLVDVPPEEPQLSCFRKSPLSNVVCEWGPRSTPSLTTKAVLLVRKFQNSPAEDFQEPCQYSQESQKFSCQLAVPEGDSSFYIVSMCVASSVGSKFSKTQTFQGCGILQPDPPANITVTAVARNPRWLSVTWQDPHSWNSSFYRLRFELRYRAERSKTFTTWMVKDLQHHCVIHDAWSGLRHVVQLRAQEEFGQ.... Result: 1 (interaction).